Dataset: Reaction yield outcomes from USPTO patents with 853,638 reactions. Task: Predict the reaction yield, written as a fraction of the theoretical maximum amount of product (1.0 means a 100% yield; for example, 0.34 means a 34% yield). The reactants are Br[C:2]1[N:7]=[CH:6][CH:5]=[CH:4][N:3]=1.[CH2:8]([C:12]1[CH:17]=[CH:16][CH:15]=[CH:14][CH:13]=1)[CH2:9][C:10]#[CH:11]. No catalyst specified. The product is [C:12]1([CH2:8][CH2:9][C:10]#[C:11][C:2]2[N:7]=[CH:6][CH:5]=[CH:4][N:3]=2)[CH:17]=[CH:16][CH:15]=[CH:14][CH:13]=1. The yield is 0.860.